From a dataset of Forward reaction prediction with 1.9M reactions from USPTO patents (1976-2016). Predict the product of the given reaction. (1) Given the reactants [CH:1]1([CH2:4][O:5][C:6]2[N:11]=[C:10]([C:12]([OH:14])=O)[CH:9]=[CH:8][C:7]=2[N:15]2[CH2:18][C:17]([F:20])([F:19])[CH2:16]2)[CH2:3][CH2:2]1.[CH3:21][O:22][CH2:23][CH2:24][NH:25][C:26]([CH3:30])([CH3:29])[CH2:27][OH:28].CN(C(ON1N=NC2C=CC=CC1=2)=[N+](C)C)C.[B-](F)(F)(F)F.CCN(C(C)C)C(C)C, predict the reaction product. The product is: [OH:28][CH2:27][C:26]([N:25]([CH2:24][CH2:23][O:22][CH3:21])[C:12]([C:10]1[CH:9]=[CH:8][C:7]([N:15]2[CH2:18][C:17]([F:20])([F:19])[CH2:16]2)=[C:6]([O:5][CH2:4][CH:1]2[CH2:2][CH2:3]2)[N:11]=1)=[O:14])([CH3:30])[CH3:29]. (2) Given the reactants [N:1]1[CH2:2][CH:3]=[CH:4][CH:5]=[C:6]2[CH:11]=[CH:10][CH:9]=[CH:8][C:7]=12.C(N(CC)CC)C.C(N(CC)C(C)C)(C)C.CS(O[CH2:33][C:34]([F:37])([F:36])[F:35])(=O)=O, predict the reaction product. The product is: [F:35][C:34]([F:37])([F:36])[CH2:33][N:1]1[C:7]2[CH:8]=[CH:9][CH:10]=[CH:11][C:6]=2[CH:5]=[CH:4][CH:3]=[CH:2]1. (3) Given the reactants [C:1]([C:4]1[N:5]([CH2:22][C:23]2[CH:31]=[CH:30][C:26]([C:27]([OH:29])=O)=[CH:25][CH:24]=2)[C:6](=[O:21])[C:7]2[C:12]([C:13]=1[C:14]1[CH:19]=[CH:18][CH:17]=[CH:16][CH:15]=1)=[CH:11][C:10]([Br:20])=[CH:9][CH:8]=2)(=[O:3])[CH3:2].Cl.[CH3:33][O:34][NH:35][CH3:36].ON1C2C=CC=CC=2N=N1.C(N=C=NCCCN(C)C)C, predict the reaction product. The product is: [C:1]([C:4]1[N:5]([CH2:22][C:23]2[CH:31]=[CH:30][C:26]([C:27]([N:35]([O:34][CH3:33])[CH3:36])=[O:29])=[CH:25][CH:24]=2)[C:6](=[O:21])[C:7]2[C:12]([C:13]=1[C:14]1[CH:15]=[CH:16][CH:17]=[CH:18][CH:19]=1)=[CH:11][C:10]([Br:20])=[CH:9][CH:8]=2)(=[O:3])[CH3:2]. (4) Given the reactants Cl[C:2]1[CH:7]=[CH:6][N:5]=[C:4]2[N:8]([Si](C(C)C)(C(C)C)C(C)C)[CH:9]=[CH:10][C:3]=12.[C:21]([O-])([O-])=O.[K+].[K+].Cl.[CH2:28]([O:30][C:31](=[O:35])[CH2:32][NH:33][CH3:34])[CH3:29], predict the reaction product. The product is: [CH2:28]([O:30][C:31]([C:32]1[N:33]([CH3:34])[C:2]2[C:7]([CH:21]=1)=[CH:6][N:5]=[C:4]1[C:3]=2[CH:10]=[CH:9][NH:8]1)=[O:35])[CH3:29]. (5) Given the reactants [CH3:1][CH:2]1[CH2:7][NH:6][CH2:5][CH2:4][NH:3]1.CC(O)=O.Cl[C:13]([O:15][CH2:16][CH3:17])=[O:14].O, predict the reaction product. The product is: [CH2:16]([O:15][C:13]([N:6]1[CH2:5][CH2:4][NH:3][CH:2]([CH3:1])[CH2:7]1)=[O:14])[CH3:17]. (6) Given the reactants [NH2:1][C:2]1[CH:3]=[C:4]([C:8]2[CH:16]=[CH:15][C:14]([C:17]([NH2:19])=[O:18])=[C:13]3[C:9]=2[CH:10]=[C:11]([CH3:20])[NH:12]3)[CH:5]=[CH:6][CH:7]=1.[C:21](Cl)(=[O:24])[CH:22]=[CH2:23].CCN(C(C)C)C(C)C, predict the reaction product. The product is: [C:21]([NH:1][C:2]1[CH:3]=[C:4]([C:8]2[CH:16]=[CH:15][C:14]([C:17]([NH2:19])=[O:18])=[C:13]3[C:9]=2[CH:10]=[C:11]([CH3:20])[NH:12]3)[CH:5]=[CH:6][CH:7]=1)(=[O:24])[CH:22]=[CH2:23]. (7) Given the reactants Br[C:2]1[S:6][C:5]([CH:7]=[O:8])=[CH:4][C:3]=1[C:9]1[C:10]([F:15])=[N:11][CH:12]=[CH:13][CH:14]=1.[C:16]1([SH:22])[CH:21]=[CH:20][CH:19]=[CH:18][CH:17]=1.C(=O)([O-])[O-].[K+].[K+], predict the reaction product. The product is: [F:15][C:10]1[C:9]([C:3]2[CH:4]=[C:5]([CH:7]=[O:8])[S:6][C:2]=2[S:22][C:16]2[CH:21]=[CH:20][CH:19]=[CH:18][CH:17]=2)=[CH:14][CH:13]=[CH:12][N:11]=1.